From a dataset of Reaction yield outcomes from USPTO patents with 853,638 reactions. Predict the reaction yield, written as a fraction of the theoretical maximum amount of product (1.0 means a 100% yield; for example, 0.34 means a 34% yield). The reactants are [F:1][C:2]1[CH:7]=[CH:6][C:5]([N:8]=[C:9]=[O:10])=[CH:4][CH:3]=1.[CH2:11]1[CH:15]2[CH2:16][NH:17][CH2:18][CH:14]2[CH2:13][N:12]1[C:19]1[CH:20]=[CH:21][C:22]2[N:23]([C:25]([C:28]([F:31])([F:30])[F:29])=[N:26][N:27]=2)[N:24]=1. The catalyst is C1(C)C=CC=CC=1. The product is [F:1][C:2]1[CH:7]=[CH:6][C:5]([NH:8][C:9]([N:17]2[CH2:16][CH:15]3[CH2:11][N:12]([C:19]4[CH:20]=[CH:21][C:22]5=[N:27][N:26]=[C:25]([C:28]([F:31])([F:29])[F:30])[N:23]5[N:24]=4)[CH2:13][CH:14]3[CH2:18]2)=[O:10])=[CH:4][CH:3]=1. The yield is 0.420.